Dataset: NCI-60 drug combinations with 297,098 pairs across 59 cell lines. Task: Regression. Given two drug SMILES strings and cell line genomic features, predict the synergy score measuring deviation from expected non-interaction effect. Drug 1: CC(C)NC(=O)C1=CC=C(C=C1)CNNC.Cl. Drug 2: N.N.Cl[Pt+2]Cl. Cell line: OVCAR3. Synergy scores: CSS=26.0, Synergy_ZIP=2.94, Synergy_Bliss=3.56, Synergy_Loewe=-22.6, Synergy_HSA=-1.52.